Task: Predict the reaction yield, written as a fraction of the theoretical maximum amount of product (1.0 means a 100% yield; for example, 0.34 means a 34% yield).. Dataset: Buchwald-Hartwig C-N cross coupling reaction yields with 55,370 reactions (1) The reactants are Brc1ccccn1.Cc1ccc(N)cc1.O=S(=O)(O[Pd]1c2ccccc2-c2ccccc2N~1)C(F)(F)F.CC(C)c1cc(C(C)C)c(-c2ccccc2P(C2CCCCC2)C2CCCCC2)c(C(C)C)c1.CN1CCCN2CCCN=C12.c1ccc2nocc2c1. No catalyst specified. The product is Cc1ccc(Nc2ccccn2)cc1. The yield is 0.465. (2) The reactants are CCc1ccc(I)cc1.Cc1ccc(N)cc1.O=S(=O)(O[Pd]1c2ccccc2-c2ccccc2N~1)C(F)(F)F.COc1ccc(OC)c(P([C@]23C[C@H]4C[C@H](C[C@H](C4)C2)C3)[C@]23C[C@H]4C[C@H](C[C@H](C4)C2)C3)c1-c1c(C(C)C)cc(C(C)C)cc1C(C)C.CCN=P(N=P(N(C)C)(N(C)C)N(C)C)(N(C)C)N(C)C.Cc1cc(-c2ccccc2)on1. No catalyst specified. The product is CCc1ccc(Nc2ccc(C)cc2)cc1. The yield is 0.678. (3) The reactants are CCc1ccc(Br)cc1.Cc1ccc(N)cc1.O=S(=O)(O[Pd]1c2ccccc2-c2ccccc2N~1)C(F)(F)F.COc1ccc(OC)c(P(C(C)(C)C)C(C)(C)C)c1-c1c(C(C)C)cc(C(C)C)cc1C(C)C.CCN=P(N=P(N(C)C)(N(C)C)N(C)C)(N(C)C)N(C)C.c1ccc2oncc2c1. No catalyst specified. The product is CCc1ccc(Nc2ccc(C)cc2)cc1. The yield is 0.549.